Task: Predict which catalyst facilitates the given reaction.. Dataset: Catalyst prediction with 721,799 reactions and 888 catalyst types from USPTO (1) Reactant: [C:1]([O:5][C:6](=[O:12])[NH:7][CH2:8][C:9]([NH2:11])=[O:10])([CH3:4])([CH3:3])[CH3:2].[CH3:13][N:14]([CH:16]=O)[CH3:15].CC(N(C)C)=O. Product: [C:1]([O:5][C:6](=[O:12])[NH:7][CH2:8][C:9](/[N:11]=[CH:13]/[N:14]([CH3:16])[CH3:15])=[O:10])([CH3:4])([CH3:2])[CH3:3]. The catalyst class is: 1. (2) Reactant: C(OC(=O)[NH:10][C@@H:11]([CH:36]1[CH2:41][CH2:40][O:39][CH2:38][CH2:37]1)[C:12]([N:14]1[C@H:19]([C:20](=[O:32])[NH:21][C@H:22]2[C:31]3[C:26](=[CH:27][CH:28]=[CH:29][CH:30]=3)[O:25][CH2:24][CH2:23]2)[CH2:18][N:17]2[CH2:33][CH2:34][CH2:35][C@@H:16]2[CH2:15]1)=[O:13])C1C=CC=CC=1.[ClH:43].CO. Product: [ClH:43].[ClH:43].[NH2:10][C@@H:11]([CH:36]1[CH2:37][CH2:38][O:39][CH2:40][CH2:41]1)[C:12]([N:14]1[C@H:19]([C:20]([NH:21][C@H:22]2[C:31]3[C:26](=[CH:27][CH:28]=[CH:29][CH:30]=3)[O:25][CH2:24][CH2:23]2)=[O:32])[CH2:18][N:17]2[CH2:33][CH2:34][CH2:35][C@@H:16]2[CH2:15]1)=[O:13]. The catalyst class is: 719. (3) The catalyst class is: 6. Product: [N:1]1([C:8]2[CH:16]=[CH:15][C:11]([C:12]([NH2:14])=[O:13])=[CH:10][CH:9]=2)[CH2:6][CH2:5][O:4][CH2:3][CH2:2]1. Reactant: [NH:1]1[CH2:6][CH2:5][O:4][CH2:3][CH2:2]1.F[C:8]1[CH:16]=[CH:15][C:11]([C:12]([NH2:14])=[O:13])=[CH:10][CH:9]=1. (4) Reactant: B(Br)(Br)Br.C[O:6][C:7]1[CH:12]=[CH:11][C:10]([CH2:13]/[CH:14]=[CH:15]/[C:16]([O:18][CH3:19])=[O:17])=[CH:9][CH:8]=1. Product: [OH:6][C:7]1[CH:8]=[CH:9][C:10]([CH2:13]/[CH:14]=[CH:15]/[C:16]([O:18][CH3:19])=[O:17])=[CH:11][CH:12]=1. The catalyst class is: 2. (5) Reactant: [C-:1]#[N:2].[K+].[Br:4][C:5]1[CH:10]=[CH:9][C:8]([CH2:11]Br)=[CH:7][C:6]=1[OH:13]. Product: [Br:4][C:5]1[CH:10]=[CH:9][C:8]([CH2:11][C:1]#[N:2])=[CH:7][C:6]=1[OH:13]. The catalyst class is: 18. (6) Reactant: [N+:1]([C:4]1[CH:5]=[C:6]([CH2:10][C:11]([N:13]2[CH2:17][CH2:16][CH2:15][CH2:14]2)=[O:12])[CH:7]=[CH:8][CH:9]=1)([O-])=O.C([O-])=O.[NH4+]. Product: [O:12]=[C:11]([N:13]1[CH2:17][CH2:16][CH2:15][CH2:14]1)[CH2:10][C:6]1[CH:5]=[C:4]([CH:9]=[CH:8][CH:7]=1)[NH2:1]. The catalyst class is: 19. (7) Product: [CH3:19][O:16][C:15]([C:11]1[S:10][C:9]([NH:8][C:6]([O:5][C:1]([CH3:4])([CH3:2])[CH3:3])=[O:7])=[N:13][C:12]=1[CH3:14])=[O:17]. Reactant: [C:1]([O:5][C:6]([NH:8][C:9]1[S:10][C:11]([C:15]([OH:17])=[O:16])=[C:12]([CH3:14])[N:13]=1)=[O:7])([CH3:4])([CH3:3])[CH3:2].[Si](C=[N+]=[N-])(C)(C)[CH3:19]. The catalyst class is: 36.